This data is from Catalyst prediction with 721,799 reactions and 888 catalyst types from USPTO. The task is: Predict which catalyst facilitates the given reaction. (1) Reactant: [C:1]([CH2:3][CH2:4][CH2:5][O:6][C:7]1[CH:8]=[C:9]([CH:49]=[C:50]([CH2:52][CH2:53][CH2:54][O:55][CH3:56])[CH:51]=1)[CH2:10][N:11]([CH:46]1[CH2:48][CH2:47]1)[C:12]([C@@H:14]1[C@@H:19]([C:20]2[CH:25]=[CH:24][C:23]([O:26][CH2:27][CH2:28][O:29][C:30]3[C:35]([Cl:36])=[CH:34][C:33]([CH3:37])=[CH:32][C:31]=3[Cl:38])=[CH:22][CH:21]=2)[CH2:18][CH2:17][N:16]([C:39]([O:41][C:42]([CH3:45])([CH3:44])[CH3:43])=[O:40])[CH2:15]1)=[O:13])#[N:2].C([Sn]([N:70]=[N+:71]=[N-:72])(CCCC)CCCC)CCC. Product: [CH:46]1([N:11]([CH2:10][C:9]2[CH:8]=[C:7]([O:6][CH2:5][CH2:4][CH2:3][C:1]3[N:70]=[N:71][NH:72][N:2]=3)[CH:51]=[C:50]([CH2:52][CH2:53][CH2:54][O:55][CH3:56])[CH:49]=2)[C:12]([C@@H:14]2[C@@H:19]([C:20]3[CH:25]=[CH:24][C:23]([O:26][CH2:27][CH2:28][O:29][C:30]4[C:35]([Cl:36])=[CH:34][C:33]([CH3:37])=[CH:32][C:31]=4[Cl:38])=[CH:22][CH:21]=3)[CH2:18][CH2:17][N:16]([C:39]([O:41][C:42]([CH3:43])([CH3:44])[CH3:45])=[O:40])[CH2:15]2)=[O:13])[CH2:48][CH2:47]1. The catalyst class is: 225. (2) Reactant: Cl[C:2]1[N:7]=[C:6]([CH2:8][O:9][CH2:10][CH:11]2[CH2:14][C:13]([F:16])([F:15])[CH2:12]2)[CH:5]=[C:4]([C:17]([O:19][CH2:20][CH3:21])=[CH2:18])[N:3]=1.[CH3:22][O:23][C:24]1[CH:25]=[C:26]([CH:28]=[CH:29][C:30]=1[C:31]1[CH:36]=[C:35]([CH3:37])[N:34]=[N:33][CH:32]=1)[NH2:27].C(=O)([O-])[O-].[Cs+].[Cs+].C1(C2C=CC=CC=2)C=CC=CC=1P(C1CCCCC1)C1CCCCC1. Product: [F:15][C:13]1([F:16])[CH2:14][CH:11]([CH2:10][O:9][CH2:8][C:6]2[CH:5]=[C:4]([C:17]([O:19][CH2:20][CH3:21])=[CH2:18])[N:3]=[C:2]([NH:27][C:26]3[CH:28]=[CH:29][C:30]([C:31]4[CH:36]=[C:35]([CH3:37])[N:34]=[N:33][CH:32]=4)=[C:24]([O:23][CH3:22])[CH:25]=3)[N:7]=2)[CH2:12]1. The catalyst class is: 160. (3) Reactant: [C:1]([NH:9][C:10]1[S:11][CH2:12][CH:13]2[CH2:18][N:17]([C:19]([O:21][CH2:22][C:23]3[CH:28]=[CH:27][CH:26]=[CH:25][CH:24]=3)=[O:20])[CH2:16][C:14]2([C:29]2[S:33][CH:32]=[N:31][CH:30]=2)[N:15]=1)(=[O:8])[C:2]1[CH:7]=[CH:6][CH:5]=[CH:4][CH:3]=1. Product: [C:1]([NH:9][C:10]1[S:11][CH2:12][C@@H:13]2[CH2:18][N:17]([C:19]([O:21][CH2:22][C:23]3[CH:24]=[CH:25][CH:26]=[CH:27][CH:28]=3)=[O:20])[CH2:16][C@:14]2([C:29]2[S:33][CH:32]=[N:31][CH:30]=2)[N:15]=1)(=[O:8])[C:2]1[CH:7]=[CH:6][CH:5]=[CH:4][CH:3]=1. The catalyst class is: 5. (4) Reactant: [OH:1][CH:2]([C:7]1[CH:8]=[C:9]2[C:32](=[CH:33][CH:34]=1)[C:13]1=[N:14][O:15][C:16]([C:17]3[C:21]([C:22]([F:25])([F:24])[F:23])=[C:20]([C:26]4[CH:31]=[CH:30][CH:29]=[CH:28][CH:27]=4)[O:19][N:18]=3)=[C:12]1[CH2:11][CH2:10]2)[C:3]([O:5][CH3:6])=[O:4].ClN1C(=O)N(Cl)C(=O)N(Cl)C1=O.CC1(C)N([O])C(C)(C)CCC1. Product: [O:1]=[C:2]([C:7]1[CH:8]=[C:9]2[C:32](=[CH:33][CH:34]=1)[C:13]1=[N:14][O:15][C:16]([C:17]3[C:21]([C:22]([F:23])([F:25])[F:24])=[C:20]([C:26]4[CH:27]=[CH:28][CH:29]=[CH:30][CH:31]=4)[O:19][N:18]=3)=[C:12]1[CH2:11][CH2:10]2)[C:3]([O:5][CH3:6])=[O:4]. The catalyst class is: 4. (5) Reactant: [C:1]([C:3]1[CH:12]=[C:11]2[C:6]([CH2:7][CH2:8][CH2:9][CH:10]2O)=[CH:5][CH:4]=1)#[N:2].[NH:14]1[CH:18]=[C:17]([C:19]([O:21][CH:22]([CH3:24])[CH3:23])=[O:20])[N:16]=[CH:15]1.C1(P(C2C=CC=CC=2)C2C=CC=CC=2)C=CC=CC=1.N(C(OC(C)C)=O)=NC(OC(C)C)=O. Product: [CH:22]([O:21][C:19]([C:17]1[N:16]([CH:10]2[C:11]3[C:6](=[CH:5][CH:4]=[C:3]([C:1]#[N:2])[CH:12]=3)[CH2:7][CH2:8][CH2:9]2)[CH:15]=[N:14][CH:18]=1)=[O:20])([CH3:24])[CH3:23]. The catalyst class is: 56. (6) Reactant: C(OC(=O)[NH:7][C@H:8]1[CH2:14][CH:13]=[CH:12][C@@H:11]([C:15]2[CH:20]=[CH:19][CH:18]=[CH:17][CH:16]=2)[N:10]([CH3:21])[C:9]1=[O:22])(C)(C)C.C(O)(C(F)(F)F)=O.C(Cl)Cl. Product: [NH2:7][C@H:8]1[CH2:14][CH:13]=[CH:12][C@@H:11]([C:15]2[CH:20]=[CH:19][CH:18]=[CH:17][CH:16]=2)[N:10]([CH3:21])[C:9]1=[O:22]. The catalyst class is: 326. (7) Reactant: C(O[C:6](=O)[N:7]([CH:9]([C:11](=[O:43])[NH:12][CH:13]([C:17]([N:19]1[CH2:23][CH2:22][CH:21]2[N:24]([C:37]3[N:42]=[CH:41][CH:40]=[CH:39][N:38]=3)[CH2:25][CH:26]([C:27]3[C:35]4[C:30](=[CH:31][C:32]([F:36])=[CH:33][CH:34]=4)[NH:29][CH:28]=3)[CH:20]12)=[O:18])[CH:14]([CH3:16])[CH3:15])[CH3:10])C)(C)(C)C.C(O)(C(F)(F)F)=O. Product: [F:36][C:32]1[CH:31]=[C:30]2[C:35]([C:27]([CH:26]3[CH:20]4[N:19]([C:17]([CH:13]([NH:12][C:11](=[O:43])[CH:9]([NH:7][CH3:6])[CH3:10])[CH:14]([CH3:15])[CH3:16])=[O:18])[CH2:23][CH2:22][CH:21]4[N:24]([C:37]4[N:42]=[CH:41][CH:40]=[CH:39][N:38]=4)[CH2:25]3)=[CH:28][NH:29]2)=[CH:34][CH:33]=1. The catalyst class is: 2. (8) Reactant: [F:1][C:2]1[CH:13]=[C:12]([OH:14])[C:5]2[CH:6]=[C:7]([C:9](=[O:11])[CH3:10])[O:8][C:4]=2[CH:3]=1.C(=O)([O-])[O-].[K+].[K+].[CH2:21](Br)[C:22]1[CH:27]=[CH:26][CH:25]=[CH:24][CH:23]=1. Product: [CH2:21]([O:14][C:12]1[C:5]2[CH:6]=[C:7]([C:9](=[O:11])[CH3:10])[O:8][C:4]=2[CH:3]=[C:2]([F:1])[CH:13]=1)[C:22]1[CH:27]=[CH:26][CH:25]=[CH:24][CH:23]=1. The catalyst class is: 9. (9) Reactant: [C:1]([N:4]1[C:12](=O)[C:11]2[C:6](=[CH:7]C=CC=2)C1=O)(=[S:3])C.[N:15]1[CH:20]=[CH:19]C=[CH:17][C:16]=1[S:21]CCN. Product: [N:4]1[CH:12]=[CH:11][CH:6]=[CH:7][C:1]=1[S:3][CH2:19][CH2:20][NH:15][C:16](=[S:21])[CH3:17]. The catalyst class is: 22. (10) Reactant: C([Li])(C)(C)C.[Cl:6][C:7]1[C:12]2[CH:13]=[CH:14][O:15][C:11]=2[CH:10]=[CH:9][N:8]=1.[F:16][C:17]([F:27])([F:26])[C:18]1[CH:19]=[C:20]([CH:23]=[CH:24][CH:25]=1)[CH:21]=[O:22].C(=O)(O)[O-].[Na+]. Product: [Cl:6][C:7]1[C:12]2[CH:13]=[C:14]([CH:21]([C:20]3[CH:23]=[CH:24][CH:25]=[C:18]([C:17]([F:16])([F:26])[F:27])[CH:19]=3)[OH:22])[O:15][C:11]=2[CH:10]=[CH:9][N:8]=1. The catalyst class is: 1.